This data is from Forward reaction prediction with 1.9M reactions from USPTO patents (1976-2016). The task is: Predict the product of the given reaction. (1) Given the reactants N([C:3]([O:5][CH:6](C)[CH3:8])=[O:4])=N[C:3]([O:5][CH:6]([CH3:8])C)=[O:4].[C:15]1(P(C2C=CC=CC=2)C2C=CC=CC=2)C=CC=CC=1.[C:34](O)(=O)[C:35]1[CH:40]=C[CH:38]=[CH:37][CH:36]=1, predict the reaction product. The product is: [CH3:8][CH2:6][O:5][C:3]([CH3:15])=[O:4].[CH3:38][CH2:37][CH2:36][CH:35]([CH3:40])[CH3:34]. (2) Given the reactants C(N(CC)CC)C.[Cl:8][C:9]1[CH:10]=[C:11]2[C:16](=[CH:17][CH:18]=1)[CH:15]=[C:14]([SH:19])[CH:13]=[CH:12]2.Br[CH:21]1[CH2:26][CH2:25][N:24]([C:27]([O:29][C:30]([CH3:33])([CH3:32])[CH3:31])=[O:28])[CH2:23][CH2:22]1.O, predict the reaction product. The product is: [Cl:8][C:9]1[CH:10]=[C:11]2[C:16](=[CH:17][CH:18]=1)[CH:15]=[C:14]([S:19][CH:21]1[CH2:26][CH2:25][N:24]([C:27]([O:29][C:30]([CH3:33])([CH3:32])[CH3:31])=[O:28])[CH2:23][CH2:22]1)[CH:13]=[CH:12]2. (3) Given the reactants Cl[C:2]1[CH:7]=[N:6][CH:5]=[C:4]([Cl:8])[N:3]=1.[C:9]([NH:12][C:13]1[CH:18]=[CH:17][C:16]([OH:19])=[CH:15][CH:14]=1)(=[O:11])[CH3:10], predict the reaction product. The product is: [Cl:8][C:4]1[CH:5]=[N:6][CH:7]=[C:2]([O:19][C:16]2[CH:15]=[CH:14][C:13]([NH:12][C:9](=[O:11])[CH3:10])=[CH:18][CH:17]=2)[N:3]=1. (4) Given the reactants [CH2:1]([C:5]1[C:9]([CH2:10][OH:11])=[C:8]([CH3:12])[O:7][N:6]=1)[CH2:2][CH2:3][CH3:4].[CH3:13][O:14][C:15]([C:17]1[S:21][N:20]=[C:19](O)[CH:18]=1)=[O:16].C1(P(C2C=CC=CC=2)C2C=CC=CC=2)C=CC=CC=1.N(C(OCC)=O)=NC(OCC)=O, predict the reaction product. The product is: [CH3:13][O:14][C:15]([C:17]1[S:21][N:20]=[C:19]([O:11][CH2:10][C:9]2[C:5]([CH2:1][CH2:2][CH2:3][CH3:4])=[N:6][O:7][C:8]=2[CH3:12])[CH:18]=1)=[O:16]. (5) Given the reactants [O:1]1[C:3]2([CH2:8][CH2:7][N:6]([C:9]([O:11][CH2:12][C:13]3[CH:18]=[CH:17][CH:16]=[CH:15][CH:14]=3)=[O:10])[CH2:5][CH2:4]2)[CH2:2]1.[CH:19]1([NH2:25])[CH2:24][CH2:23][CH2:22][CH2:21][CH2:20]1.Cl([O-])(=O)(=O)=O.[Li+], predict the reaction product. The product is: [CH:19]1([NH:25][CH2:2][C:3]2([OH:1])[CH2:8][CH2:7][N:6]([C:9]([O:11][CH2:12][C:13]3[CH:18]=[CH:17][CH:16]=[CH:15][CH:14]=3)=[O:10])[CH2:5][CH2:4]2)[CH2:24][CH2:23][CH2:22][CH2:21][CH2:20]1. (6) The product is: [NH2:1][C:2]1[C:7]([O:10][CH:11]2[CH2:16][CH2:15][CH2:14][N:13]([C:17]([O:19][C:20]([CH3:23])([CH3:22])[CH3:21])=[O:18])[CH2:12]2)=[N:6][C:5]([Br:9])=[CH:4][N:3]=1. Given the reactants [NH2:1][C:2]1[C:7](Br)=[N:6][C:5]([Br:9])=[CH:4][N:3]=1.[OH:10][CH:11]1[CH2:16][CH2:15][CH2:14][N:13]([C:17]([O:19][C:20]([CH3:23])([CH3:22])[CH3:21])=[O:18])[CH2:12]1, predict the reaction product. (7) Given the reactants [CH2:1]([O:8][CH2:9][CH2:10][CH2:11][O:12][C:13]1[CH:18]=[CH:17][C:16]([CH:19]2[CH2:24][CH2:23][N:22]([C:25]([O:27][C:28]([CH3:31])([CH3:30])[CH3:29])=[O:26])[CH2:21][CH:20]2[O:32][CH2:33][C:34]2[CH:35]=[C:36]3[C:41](=[CH:42][CH:43]=2)[CH:40]=[N:39][CH:38]=[CH:37]3)=[CH:15][CH:14]=1)[C:2]1[CH:7]=[CH:6][CH:5]=[CH:4][CH:3]=1.[CH3:44]I.[BH4-].[Na+], predict the reaction product. The product is: [CH2:1]([O:8][CH2:9][CH2:10][CH2:11][O:12][C:13]1[CH:14]=[CH:15][C:16]([CH:19]2[CH2:24][CH2:23][N:22]([C:25]([O:27][C:28]([CH3:31])([CH3:30])[CH3:29])=[O:26])[CH2:21][CH:20]2[O:32][CH2:33][C:34]2[CH:35]=[C:36]3[C:41](=[CH:42][CH:43]=2)[CH2:40][N:39]([CH3:44])[CH2:38][CH2:37]3)=[CH:17][CH:18]=1)[C:2]1[CH:7]=[CH:6][CH:5]=[CH:4][CH:3]=1. (8) Given the reactants Cl[C:2]1[N:3]=[C:4]([N:12]2[CH2:17][CH2:16][O:15][CH:14]([CH2:18][OH:19])[CH2:13]2)[C:5]2[C:10]([CH3:11])=[CH:9][S:8][C:6]=2[N:7]=1.[NH2:20][C:21]1[N:26]=[CH:25][C:24](B2OC(C)(C)C(C)(C)O2)=[CH:23][N:22]=1.CC#N.CC([O-])=O.[K+], predict the reaction product. The product is: [NH2:20][C:21]1[N:26]=[CH:25][C:24]([C:2]2[N:3]=[C:4]([N:12]3[CH2:17][CH2:16][O:15][CH:14]([CH2:18][OH:19])[CH2:13]3)[C:5]3[C:10]([CH3:11])=[CH:9][S:8][C:6]=3[N:7]=2)=[CH:23][N:22]=1. (9) Given the reactants C([CH:8]1[C:12]([NH:15][C:16]([O:18][C:19]([CH3:22])([CH3:21])[CH3:20])=[O:17])([CH2:13][F:14])[CH2:11][CH2:10][N:9]1C(OCC)=O)C1C=CC=CC=1.C([O-])=O.[NH4+], predict the reaction product. The product is: [F:14][CH2:13][C:12]1([NH:15][C:16](=[O:17])[O:18][C:19]([CH3:21])([CH3:20])[CH3:22])[CH2:11][CH2:10][NH:9][CH2:8]1. (10) Given the reactants [Br:1][C:2]([CH2:4][CH2:5][CH2:6][CH2:7][CH2:8][CH3:9])=[CH2:3].[CH:10]([Br:13])(Br)[Br:11].[Br-].[Br-].C([N+](C)(C)CC[N+](CC1C=CC=CC=1)(C)C)C1C=CC=CC=1.[OH-].[K+], predict the reaction product. The product is: [Br:11][C:10]1([Br:13])[CH2:3][C:2]1([Br:1])[CH2:4][CH2:5][CH2:6][CH2:7][CH2:8][CH3:9].